This data is from Peptide-MHC class I binding affinity with 185,985 pairs from IEDB/IMGT. The task is: Regression. Given a peptide amino acid sequence and an MHC pseudo amino acid sequence, predict their binding affinity value. This is MHC class I binding data. (1) The peptide sequence is ELEEICHDL. The MHC is HLA-A02:02 with pseudo-sequence HLA-A02:02. The binding affinity (normalized) is 0.343. (2) The peptide sequence is MTYKAAVL. The MHC is HLA-A29:02 with pseudo-sequence HLA-A29:02. The binding affinity (normalized) is 0.159. (3) The peptide sequence is VPRVHNQPQ. The MHC is HLA-A69:01 with pseudo-sequence HLA-A69:01. The binding affinity (normalized) is 0.0847. (4) The peptide sequence is FIKDRATAV. The MHC is HLA-B46:01 with pseudo-sequence HLA-B46:01. The binding affinity (normalized) is 0.607. (5) The peptide sequence is EVVMAYVGIK. The MHC is HLA-A11:01 with pseudo-sequence HLA-A11:01. The binding affinity (normalized) is 0.577. (6) The MHC is HLA-B35:01 with pseudo-sequence HLA-B35:01. The binding affinity (normalized) is 0.0847. The peptide sequence is DYDQRDYGF.